The task is: Predict the reactants needed to synthesize the given product.. This data is from Full USPTO retrosynthesis dataset with 1.9M reactions from patents (1976-2016). (1) Given the product [S:1]1[CH:5]=[CH:4][CH:3]=[C:2]1[CH2:6][NH:7][C:8]([C:10]1[CH:25]=[C:13]2[CH:14]=[C:15]([C:19]3[CH:24]=[CH:23][CH:22]=[CH:21][CH:20]=3)[CH:16]=[C:17]([C:27]3[O:26][CH:30]=[CH:29][CH:28]=3)[N:12]2[N:11]=1)=[O:9], predict the reactants needed to synthesize it. The reactants are: [S:1]1[CH:5]=[CH:4][CH:3]=[C:2]1[CH2:6][NH:7][C:8]([C:10]1[CH:25]=[C:13]2[CH:14]=[C:15]([C:19]3[CH:24]=[CH:23][CH:22]=[CH:21][CH:20]=3)[CH:16]=[C:17](Br)[N:12]2[N:11]=1)=[O:9].[O:26]1[CH:30]=[CH:29][CH:28]=[C:27]1B(O)O.O1CCOCC1. (2) Given the product [CH3:37][O:38][C:39](=[O:51])[C:40]1[CH:45]=[CH:44][C:43]([C:46]#[C:47]/[CH:48]=[CH:49]/[C:6]2[CH:7]=[CH:8][C:3]([CH:1]=[O:2])=[CH:4][CH:5]=2)=[CH:42][CH:41]=1, predict the reactants needed to synthesize it. The reactants are: [CH:1]([C:3]1[CH:8]=[CH:7][C:6](B(O)O)=[CH:5][CH:4]=1)=[O:2].C1(P(C2C=CC=CC=2)C2C=CC=CC=2)C=CC=CC=1.C(=O)([O-])[O-].[K+].[K+].[CH3:37][O:38][C:39](=[O:51])[C:40]1[CH:45]=[CH:44][C:43]([C:46]#[C:47]/[CH:48]=[CH:49]/Cl)=[CH:42][CH:41]=1. (3) Given the product [Cl:34][C:35]1[C:36]2[C:46]([F:47])=[CH:45][CH:44]=[CH:43][C:37]=2[S:38][C:39]=1[C:40]([N:18]([CH2:17][C:11]1[CH:10]=[C:9]([C:5]2[CH:6]=[CH:7][CH:8]=[C:3]([C:1]#[N:2])[CH:4]=2)[CH:14]=[CH:13][C:12]=1[O:15][CH3:16])[CH:19]1[CH2:24][CH2:23][CH:22]([N:25]([CH3:33])[C:26](=[O:32])[O:27][C:28]([CH3:30])([CH3:29])[CH3:31])[CH2:21][CH2:20]1)=[O:41], predict the reactants needed to synthesize it. The reactants are: [C:1]([C:3]1[CH:4]=[C:5]([C:9]2[CH:14]=[CH:13][C:12]([O:15][CH3:16])=[C:11]([CH2:17][NH:18][CH:19]3[CH2:24][CH2:23][CH:22]([N:25]([CH3:33])[C:26](=[O:32])[O:27][C:28]([CH3:31])([CH3:30])[CH3:29])[CH2:21][CH2:20]3)[CH:10]=2)[CH:6]=[CH:7][CH:8]=1)#[N:2].[Cl:34][C:35]1[C:36]2[C:46]([F:47])=[CH:45][CH:44]=[CH:43][C:37]=2[S:38][C:39]=1[C:40](Cl)=[O:41]. (4) Given the product [CH2:1]([O:3][C:4]1[CH:5]=[C:6]2[C:11](=[C:12]3[CH2:16][C:15]([CH3:18])([CH3:17])[O:14][C:13]=13)[C:10]([C:19]1[CH:28]=[CH:27][C:22]([C:23]([O:25][CH3:26])=[O:24])=[C:21]([N:29]([CH2:48][C:49]3[CH:58]=[CH:57][C:56]4[C:51](=[CH:52][CH:53]=[CH:54][CH:55]=4)[N:50]=3)[C:30](=[O:35])[C:31]([F:32])([F:33])[F:34])[CH:20]=1)=[N:9][C:8]([CH3:36])([CH3:37])[CH2:7]2)[CH3:2], predict the reactants needed to synthesize it. The reactants are: [CH2:1]([O:3][C:4]1[CH:5]=[C:6]2[C:11](=[C:12]3[CH2:16][C:15]([CH3:18])([CH3:17])[O:14][C:13]=13)[C:10]([C:19]1[CH:28]=[CH:27][C:22]([C:23]([O:25][CH3:26])=[O:24])=[C:21]([NH:29][C:30](=[O:35])[C:31]([F:34])([F:33])[F:32])[CH:20]=1)=[N:9][C:8]([CH3:37])([CH3:36])[CH2:7]2)[CH3:2].C(=O)([O-])[O-].[K+].[K+].[I-].[Na+].Cl.Cl[CH2:48][C:49]1[CH:58]=[CH:57][C:56]2[C:51](=[CH:52][CH:53]=[CH:54][CH:55]=2)[N:50]=1.C(O)(=O)CS.[Cl-].[Na+]. (5) Given the product [NH:19]1[CH2:20][CH:17]([S:14]([C:12]2[CH:11]=[CH:10][C:9]3[N:5]([CH2:4][CH2:3][N:2]([CH3:33])[CH3:1])[C:6]([CH2:28][C:29]([CH3:32])([CH3:31])[CH3:30])=[N:7][C:8]=3[CH:13]=2)(=[O:15])=[O:16])[CH2:18]1, predict the reactants needed to synthesize it. The reactants are: [CH3:1][N:2]([CH3:33])[CH2:3][CH2:4][N:5]1[C:9]2[CH:10]=[CH:11][C:12]([S:14]([CH:17]3[CH2:20][N:19](C(OC(C)(C)C)=O)[CH2:18]3)(=[O:16])=[O:15])=[CH:13][C:8]=2[N:7]=[C:6]1[CH2:28][C:29]([CH3:32])([CH3:31])[CH3:30].Cl[Si](C)(C)C.